From a dataset of NCI-60 drug combinations with 297,098 pairs across 59 cell lines. Regression. Given two drug SMILES strings and cell line genomic features, predict the synergy score measuring deviation from expected non-interaction effect. (1) Drug 2: CN(CC1=CN=C2C(=N1)C(=NC(=N2)N)N)C3=CC=C(C=C3)C(=O)NC(CCC(=O)O)C(=O)O. Synergy scores: CSS=6.01, Synergy_ZIP=1.52, Synergy_Bliss=-0.194, Synergy_Loewe=-42.0, Synergy_HSA=-3.29. Drug 1: C(=O)(N)NO. Cell line: SK-OV-3. (2) Drug 1: C1CC(=O)NC(=O)C1N2CC3=C(C2=O)C=CC=C3N. Drug 2: CCC1(CC2CC(C3=C(CCN(C2)C1)C4=CC=CC=C4N3)(C5=C(C=C6C(=C5)C78CCN9C7C(C=CC9)(C(C(C8N6C)(C(=O)OC)O)OC(=O)C)CC)OC)C(=O)OC)O.OS(=O)(=O)O. Cell line: U251. Synergy scores: CSS=24.9, Synergy_ZIP=-3.28, Synergy_Bliss=-3.98, Synergy_Loewe=-10.9, Synergy_HSA=-3.09.